From a dataset of Forward reaction prediction with 1.9M reactions from USPTO patents (1976-2016). Predict the product of the given reaction. Given the reactants C([O:8][C:9]1[CH:14]=[CH:13][C:12]([CH:15]([CH2:21][CH:22]([CH3:24])[CH3:23])[C:16]([O:18][CH2:19][CH3:20])=[O:17])=[CH:11][CH:10]=1)C1C=CC=CC=1, predict the reaction product. The product is: [OH:8][C:9]1[CH:10]=[CH:11][C:12]([CH:15]([CH2:21][CH:22]([CH3:23])[CH3:24])[C:16]([O:18][CH2:19][CH3:20])=[O:17])=[CH:13][CH:14]=1.